This data is from Reaction yield outcomes from USPTO patents with 853,638 reactions. The task is: Predict the reaction yield, written as a fraction of the theoretical maximum amount of product (1.0 means a 100% yield; for example, 0.34 means a 34% yield). (1) The product is [CH3:1][O:2][C:3](=[O:18])[C:4]1[CH:9]=[C:8]([O:10][CH3:11])[CH:7]=[C:6]([CH2:12][C:19]#[N:20])[CH:5]=1. The catalyst is CN(C=O)C. The yield is 0.710. The reactants are [CH3:1][O:2][C:3](=[O:18])[C:4]1[CH:9]=[C:8]([O:10][CH3:11])[CH:7]=[C:6]([CH2:12]OS(C)(=O)=O)[CH:5]=1.[C-:19]#[N:20].[K+].O. (2) The reactants are Cl.[CH3:2][CH:3]([O:5][C:6]1[CH:13]=[CH:12][C:11]([C:14]2[S:15][C:16]([C:19]3[C:20]([CH3:29])=[C:21]4[C:26](=[CH:27][CH:28]=3)[CH2:25][NH:24][CH2:23][CH2:22]4)=[N:17][N:18]=2)=[CH:10][C:7]=1[C:8]#[N:9])[CH3:4].[C:30]([O:34][CH2:35][CH3:36])(=[O:33])[CH:31]=[CH2:32].N1CCCN2CCCCCC=12.CC#N. The catalyst is CCOC(C)=O. The product is [C:8]([C:7]1[CH:10]=[C:11]([C:14]2[S:15][C:16]([C:19]3[C:20]([CH3:29])=[C:21]4[C:26](=[CH:27][CH:28]=3)[CH2:25][N:24]([CH2:32][CH2:31][C:30]([O:34][CH2:35][CH3:36])=[O:33])[CH2:23][CH2:22]4)=[N:17][N:18]=2)[CH:12]=[CH:13][C:6]=1[O:5][CH:3]([CH3:2])[CH3:4])#[N:9]. The yield is 0.910. (3) The reactants are [CH3:1][N:2]1[C:10]2[C:5](=[CH:6][CH:7]=[CH:8][CH:9]=2)[C:4]([C:11]2[C:12]([N:14]([CH3:24])[C:15](=[O:23])[C:16]=2[C:17]2[CH:22]=[CH:21][CH:20]=[CH:19][CH:18]=2)=[O:13])=[CH:3]1. The catalyst is CN(C=O)C.[C].[Pd]. The product is [CH3:24][N:14]1[C:15](=[O:23])[CH:16]([C:17]2[CH:18]=[CH:19][CH:20]=[CH:21][CH:22]=2)[CH:11]([C:4]2[C:5]3[C:10](=[CH:9][CH:8]=[CH:7][CH:6]=3)[N:2]([CH3:1])[CH:3]=2)[C:12]1=[O:13]. The yield is 0.967. (4) The reactants are [Cl:1][C:2]1[CH:21]=[CH:20][C:5]([CH2:6][N:7]2[C:15]3[C:10](=[CH:11][C:12]([C:16]([OH:18])=[O:17])=[CH:13][CH:14]=3)[CH:9]=[C:8]2[CH3:19])=[CH:4][CH:3]=1.[CH3:22][Si](C=[N+]=[N-])(C)C. The catalyst is C(OCC)C.CO.[Au]. The product is [Cl:1][C:2]1[CH:21]=[CH:20][C:5]([CH2:6][N:7]2[C:15]3[C:10](=[CH:11][C:12]([C:16]([O:18][CH3:22])=[O:17])=[CH:13][CH:14]=3)[CH:9]=[C:8]2[CH3:19])=[CH:4][CH:3]=1. The yield is 0.960. (5) The reactants are [OH:1][CH2:2][C:3]1[CH:12]=[CH:11][C:6]2[NH:7][C:8](=[O:10])[O:9][C:5]=2[CH:4]=1.N1C=CN=C1.[C:18]([Si:22](Cl)([C:29]1[CH:34]=[CH:33][CH:32]=[CH:31][CH:30]=1)[C:23]1[CH:28]=[CH:27][CH:26]=[CH:25][CH:24]=1)([CH3:21])([CH3:20])[CH3:19].O. The catalyst is CN(C=O)C.CCOCC.C(Cl)Cl. The product is [Si:22]([O:1][CH2:2][C:3]1[CH:12]=[CH:11][C:6]2[NH:7][C:8](=[O:10])[O:9][C:5]=2[CH:4]=1)([C:18]([CH3:21])([CH3:20])[CH3:19])([C:29]1[CH:30]=[CH:31][CH:32]=[CH:33][CH:34]=1)[C:23]1[CH:28]=[CH:27][CH:26]=[CH:25][CH:24]=1. The yield is 0.540. (6) The reactants are [OH:1][CH2:2][C@@H:3]1[NH:7][C:6](=[O:8])[CH2:5][CH2:4]1.CO[C:11](OC)([CH3:13])[CH3:12].C(=O)(O)[O-].[Na+]. The catalyst is O.C12(CS(O)(=O)=O)C(C)(C)C(CC1)CC2=O. The product is [CH3:12][C:11]1([CH3:13])[N:7]2[C:6](=[O:8])[CH2:5][CH2:4][C@@H:3]2[CH2:2][O:1]1. The yield is 0.780.